The task is: Predict the reaction yield, written as a fraction of the theoretical maximum amount of product (1.0 means a 100% yield; for example, 0.34 means a 34% yield).. This data is from Reaction yield outcomes from USPTO patents with 853,638 reactions. (1) The reactants are C([O:8][CH:9]1[CH2:12][CH:11]([C:13]2[CH:18]=[C:17]([CH2:19][O:20][Si:21]([C:24]([CH3:27])([CH3:26])[CH3:25])([CH3:23])[CH3:22])[C:16]([F:28])=[CH:15][N:14]=2)[CH2:10]1)C1C=CC=CC=1. The catalyst is [Ni].CO. The product is [Si:21]([O:20][CH2:19][C:17]1[C:16]([F:28])=[CH:15][N:14]=[C:13]([CH:11]2[CH2:10][CH:9]([OH:8])[CH2:12]2)[CH:18]=1)([C:24]([CH3:27])([CH3:26])[CH3:25])([CH3:23])[CH3:22]. The yield is 0.820. (2) The reactants are [OH:1][C:2]1[C:3]([C:16](=[O:18])[CH3:17])=[CH:4][C:5]2[C:6]([CH3:15])([CH3:14])[CH2:7][CH2:8][C:9]([CH3:13])([CH3:12])[C:10]=2[CH:11]=1.[CH3:19][C:20]1[CH:27]=[CH:26][C:23]([CH2:24]Cl)=[CH:22][CH:21]=1. No catalyst specified. The product is [CH3:19][C:20]1[CH:27]=[CH:26][C:23]([CH2:24][O:1][C:2]2[C:3]([C:16](=[O:18])[CH3:17])=[CH:4][C:5]3[C:6]([CH3:15])([CH3:14])[CH2:7][CH2:8][C:9]([CH3:12])([CH3:13])[C:10]=3[CH:11]=2)=[CH:22][CH:21]=1. The yield is 1.31. (3) The reactants are [NH:1]1[CH2:6][CH2:5][CH2:4][CH2:3][C:2]1=[N:7][C:8]#[N:9].[K].Br[CH2:12][C:13]([C:15]1[CH:20]=[CH:19][C:18]([CH3:21])=[CH:17][CH:16]=1)=[O:14]. The catalyst is C(#N)C. The product is [O:14]=[C:13]([C:15]1[CH:20]=[CH:19][C:18]([CH3:21])=[CH:17][CH:16]=1)[CH2:12][N:1]1[CH2:6][CH2:5][CH2:4][CH2:3][C:2]1=[N:7][C:8]#[N:9]. The yield is 0.590. (4) The reactants are [OH:1][CH:2]([C:20]1[CH:25]=[CH:24][CH:23]=[CH:22][CH:21]=1)[CH:3]([CH2:9][C:10]1[CH:15]=[CH:14][C:13]([C:16]([F:19])([F:18])[F:17])=[CH:12][CH:11]=1)[C:4]([O:6]CC)=[O:5].[OH-].[Na+].Cl. The catalyst is CO. The product is [OH:1][CH:2]([C:20]1[CH:25]=[CH:24][CH:23]=[CH:22][CH:21]=1)[CH:3]([CH2:9][C:10]1[CH:15]=[CH:14][C:13]([C:16]([F:17])([F:18])[F:19])=[CH:12][CH:11]=1)[C:4]([OH:6])=[O:5]. The yield is 0.860.